Dataset: Full USPTO retrosynthesis dataset with 1.9M reactions from patents (1976-2016). Task: Predict the reactants needed to synthesize the given product. (1) Given the product [C:25]1([CH3:35])[CH:30]=[CH:29][C:28]([S:31]([OH:12])(=[O:33])=[O:32])=[CH:27][CH:26]=1, predict the reactants needed to synthesize it. The reactants are: ClC1C=CC(CC2C(CN3C=NC=N3)([OH:12])C(CCO)(C)CC2)=CC=1.[C:25]1([CH3:35])[CH:30]=[CH:29][C:28]([S:31](Cl)(=[O:33])=[O:32])=[CH:27][CH:26]=1.[H-].[Na+]. (2) Given the product [C:12]([C:16]1[O:20][N:19]=[C:18]([NH:21][C:22]([NH:5][C:4]2[CH:6]=[CH:7][C:8]([N+:9]([O-:11])=[O:10])=[C:2]([CH3:1])[CH:3]=2)=[O:23])[CH:17]=1)([CH3:15])([CH3:13])[CH3:14], predict the reactants needed to synthesize it. The reactants are: [CH3:1][C:2]1[CH:3]=[C:4]([CH:6]=[CH:7][C:8]=1[N+:9]([O-:11])=[O:10])[NH2:5].[C:12]([C:16]1[O:20][N:19]=[C:18]([NH:21][C:22](=O)[O:23]C2C=CC=CC=2)[CH:17]=1)([CH3:15])([CH3:14])[CH3:13].CCN(C(C)C)C(C)C. (3) Given the product [CH2:11]([O:13][C:14]1[CH:15]=[C:16]([C:17]2[O:18][CH:2]=[C:3]([C:5]3[CH:10]=[CH:9][CH:8]=[CH:7][CH:6]=3)[N:19]=2)[CH:20]=[CH:21][C:22]=1[O:23][CH2:24][CH3:25])[CH3:12], predict the reactants needed to synthesize it. The reactants are: Br[CH2:2][C:3]([C:5]1[CH:10]=[CH:9][CH:8]=[CH:7][CH:6]=1)=O.[CH2:11]([O:13][C:14]1[CH:15]=[C:16]([CH:20]=[CH:21][C:22]=1[O:23][CH2:24][CH3:25])[C:17]([NH2:19])=[O:18])[CH3:12].C([O-])(O)=O.[Na+].